The task is: Predict the reactants needed to synthesize the given product.. This data is from Full USPTO retrosynthesis dataset with 1.9M reactions from patents (1976-2016). (1) Given the product [CH3:27][O:28][C:29]1[CH:30]=[C:31]([NH:32][C:2]2[C:3]3[NH:17][N:16]=[CH:15][C:4]=3[N:5]=[C:6]([CH:8]3[CH2:9][CH2:10][N:11]([CH3:14])[CH2:12][CH2:13]3)[N:7]=2)[CH:33]=[CH:34][C:35]=1[O:36][CH3:37], predict the reactants needed to synthesize it. The reactants are: Cl[C:2]1[C:3]2[C:4](=[CH:15][N:16](CC3C=CC(OC)=CC=3)[N:17]=2)[N:5]=[C:6]([CH:8]2[CH2:13][CH2:12][N:11]([CH3:14])[CH2:10][CH2:9]2)[N:7]=1.[CH3:27][O:28][C:29]1[CH:30]=[C:31]([CH:33]=[CH:34][C:35]=1[O:36][CH3:37])[NH2:32].Cl. (2) The reactants are: FC(F)(F)S(O[C:7]1[C:16]2[C:15](=[O:17])[O:14][C:13]([CH3:19])([CH3:18])[O:12][C:11]=2[CH:10]=[C:9]([O:20][CH3:21])[CH:8]=1)(=O)=O.[OH:24][CH2:25][C:26]1[CH:27]=[C:28](B(O)O)[CH:29]=[CH:30][CH:31]=1.P([O-])(O)(O)=O.[K+]. Given the product [OH:24][CH2:25][C:26]1[CH:31]=[C:30]([C:7]2[C:16]3[C:15](=[O:17])[O:14][C:13]([CH3:19])([CH3:18])[O:12][C:11]=3[CH:10]=[C:9]([O:20][CH3:21])[CH:8]=2)[CH:29]=[CH:28][CH:27]=1, predict the reactants needed to synthesize it. (3) Given the product [F:23][C:24]([F:37])([F:38])[C:25]1[CH:26]=[C:27]([CH:30]=[C:31]([C:33]([F:36])([F:34])[F:35])[CH:32]=1)[CH2:28][N:10]1[C:11]2[C@@:12]3([CH3:22])[C:19]([CH3:21])([CH3:20])[C@H:15]([CH2:14][CH2:13]3)[C:16]=2[C:17](=[O:18])[N:9]1[C:3]1[CH:4]=[CH:5][C:6]([F:8])=[CH:7][C:2]=1[F:1], predict the reactants needed to synthesize it. The reactants are: [F:1][C:2]1[CH:7]=[C:6]([F:8])[CH:5]=[CH:4][C:3]=1[N:9]1[C:17](=[O:18])[C:16]2[C@@H:15]3[C:19]([CH3:21])([CH3:20])[C@@:12]([CH3:22])([CH2:13][CH2:14]3)[C:11]=2[NH:10]1.[F:23][C:24]([F:38])([F:37])[C:25]1[CH:26]=[C:27]([CH:30]=[C:31]([C:33]([F:36])([F:35])[F:34])[CH:32]=1)[CH2:28]Br.ClCCl.C(O)C. (4) Given the product [C:29]([C:26]1[CH:27]=[CH:28][C:23]([O:22][CH2:21][CH2:20][CH2:19][C:16]2[CH:17]=[CH:18][C:13]([O:12][CH2:11][CH2:10][CH2:9][CH2:8][O:7][CH:1]3[CH2:6][CH2:5][CH2:4][CH2:3][CH2:2]3)=[CH:14][CH:15]=2)=[C:24]([CH2:34][C:35]([N:37]2[CH2:42][CH2:41][CH2:40][CH:39]([C:43]([OH:45])=[O:44])[CH2:38]2)=[O:36])[CH:25]=1)([OH:31])=[O:30], predict the reactants needed to synthesize it. The reactants are: [CH:1]1([O:7][CH2:8][CH2:9][CH2:10][CH2:11][O:12][C:13]2[CH:18]=[CH:17][C:16]([CH2:19][CH2:20][CH2:21][O:22][C:23]3[CH:28]=[CH:27][C:26]([C:29]([O:31]CC)=[O:30])=[CH:25][C:24]=3[CH2:34][C:35]([N:37]3[CH2:42][CH2:41][CH2:40][CH:39]([C:43]([O:45]CC)=[O:44])[CH2:38]3)=[O:36])=[CH:15][CH:14]=2)[CH2:6][CH2:5][CH2:4][CH2:3][CH2:2]1.[OH-].[Na+].C(O)(=O)C.Cl. (5) Given the product [F:1][C:2]1[CH:7]=[CH:6][CH:5]=[CH:4][C:3]=1[N:8]1[C:12]([C:13]2[CH:14]=[CH:15][N:16]=[CH:17][CH:18]=2)=[C:11]([C:19]2[O:21][N:27]=[C:26]([C:28]3[CH:33]=[CH:32][N:31]=[CH:30][CH:29]=3)[N:25]=2)[N:10]=[N:9]1, predict the reactants needed to synthesize it. The reactants are: [F:1][C:2]1[CH:7]=[CH:6][CH:5]=[CH:4][C:3]=1[N:8]1[C:12]([C:13]2[CH:18]=[CH:17][N:16]=[CH:15][CH:14]=2)=[C:11]([C:19]([O:21]CC)=O)[N:10]=[N:9]1.O[N:25]=[C:26]([C:28]1[CH:33]=[CH:32][N:31]=[CH:30][CH:29]=1)[NH2:27]. (6) The reactants are: [CH3:1][O:2][C:3]1[CH:8]=[C:7]([N+:9]([O-:11])=[O:10])[CH:6]=[CH:5][C:4]=1[OH:12].Br[CH2:14][CH2:15][Cl:16].C(=O)([O-])[O-].[K+].[K+]. Given the product [Cl:16][CH2:15][CH2:14][O:12][C:4]1[CH:5]=[CH:6][C:7]([N+:9]([O-:11])=[O:10])=[CH:8][C:3]=1[O:2][CH3:1], predict the reactants needed to synthesize it. (7) Given the product [CH2:1]([O:3][C:4]([C:5]1[CH2:6][CH2:7][O:8][C:9]2[CH:14]=[CH:13][C:12]([C:15]3[CH:20]=[CH:19][C:18]([O:21][CH2:22][CH3:23])=[CH:17][CH:16]=3)=[CH:11][C:10]=2[CH:28]=1)=[O:26])[CH3:2], predict the reactants needed to synthesize it. The reactants are: [CH2:1]([O:3][C:4](=[O:26])[CH2:5][CH2:6][CH2:7][O:8][C:9]1[CH:14]=[CH:13][C:12]([C:15]2[CH:20]=[CH:19][C:18]([O:21][CH2:22][CH3:23])=[CH:17][CH:16]=2)=[CH:11][C:10]=1C=O)[CH3:2].[O-][CH2:28]C.[Na+].Cl. (8) Given the product [Br:1][C:2]1[CH:7]=[CH:6][CH:5]=[C:4]([CH:8]([CH:10]2[CH2:11][CH2:12]2)[CH3:9])[C:3]=1[O:13][CH2:23][C:22]([CH3:24])=[CH2:21], predict the reactants needed to synthesize it. The reactants are: [Br:1][C:2]1[CH:7]=[CH:6][CH:5]=[C:4]([CH:8]([CH:10]2[CH2:12][CH2:11]2)[CH3:9])[C:3]=1[OH:13].C(=O)([O-])[O-].[K+].[K+].Br[CH2:21][C:22]([CH3:24])=[CH2:23]. (9) The reactants are: [C:1]([O:5][C:6](=[O:45])[CH2:7][N:8](C(OC(C)(C)C)=O)[C:9]1[CH:14]=[CH:13][CH:12]=[C:11]([CH:15]([S:29]([C:32]2[CH:37]=[CH:36][CH:35]=[CH:34][N:33]=2)(=[O:31])=[O:30])[NH:16][CH2:17][C:18]2[CH:23]=[CH:22][C:21]([C:24]3[S:25][CH:26]=[CH:27][N:28]=3)=[CH:20][CH:19]=2)[N:10]=1)(C)([CH3:3])[CH3:2].Cl.C(=O)([O-])O.[Na+]. Given the product [CH:1]([O:5][C:6](=[O:45])[CH2:7][NH:8][C:9]1[CH:14]=[CH:13][CH:12]=[C:11]([CH:15]([S:29]([C:32]2[CH:37]=[CH:36][CH:35]=[CH:34][N:33]=2)(=[O:31])=[O:30])[NH:16][CH2:17][C:18]2[CH:19]=[CH:20][C:21]([C:24]3[S:25][CH:26]=[CH:27][N:28]=3)=[CH:22][CH:23]=2)[N:10]=1)([CH3:3])[CH3:2], predict the reactants needed to synthesize it.